Dataset: Reaction yield outcomes from USPTO patents with 853,638 reactions. Task: Predict the reaction yield, written as a fraction of the theoretical maximum amount of product (1.0 means a 100% yield; for example, 0.34 means a 34% yield). (1) The reactants are [Cl:8][CH2:7][C:6](O[C:6](=[O:9])[CH2:7][Cl:8])=[O:9].O[NH:11][C:12](=[NH:21])[CH2:13][C:14]1[CH:19]=[CH:18][CH:17]=[C:16]([I:20])[CH:15]=1. The catalyst is C1(C)C=CC=CC=1. The product is [Cl:8][CH2:7][C:6]1[O:9][N:21]=[C:12]([CH2:13][C:14]2[CH:19]=[CH:18][CH:17]=[C:16]([I:20])[CH:15]=2)[N:11]=1. The yield is 0.480. (2) The reactants are [Br:1][C:2]1[CH:9]=[CH:8][C:7]([O:10][Si:11]([C:14]([CH3:17])([CH3:16])[CH3:15])([CH3:13])[CH3:12])=[CH:6][C:3]=1[CH2:4][OH:5].C(N(C(C)C)CC)(C)C.[CH3:27][O:28][CH2:29]Cl.O. The catalyst is ClCCl. The product is [Br:1][C:2]1[CH:9]=[CH:8][C:7]([O:10][Si:11]([C:14]([CH3:17])([CH3:16])[CH3:15])([CH3:12])[CH3:13])=[CH:6][C:3]=1[CH2:4][O:5][CH2:27][O:28][CH3:29]. The yield is 0.940.